This data is from Full USPTO retrosynthesis dataset with 1.9M reactions from patents (1976-2016). The task is: Predict the reactants needed to synthesize the given product. (1) Given the product [CH2:16]([O:5][C:4](=[O:6])[C:3]1[C:2]([Cl:1])=[CH:10][N:9]=[CH:8][C:7]=1[Cl:11])[CH3:17], predict the reactants needed to synthesize it. The reactants are: [Cl:1][C:2]1[CH:10]=[N:9][CH:8]=[C:7]([Cl:11])[C:3]=1[C:4]([OH:6])=[O:5].S(Cl)(Cl)=O.[CH3:16][CH2:17]O. (2) Given the product [CH3:1][O:2][C:3]1[CH:4]=[CH:5][C:6]2[O:10][C:9]([CH:11]=[O:12])=[C:8]([CH3:15])[C:7]=2[CH:16]=1, predict the reactants needed to synthesize it. The reactants are: [CH3:1][O:2][C:3]1[CH:4]=[CH:5][C:6]2[O:10][C:9]([C:11](OC)=[O:12])=[C:8]([CH3:15])[C:7]=2[CH:16]=1.[H-].[Al+3].[Li+].[H-].[H-].[H-].O. (3) The reactants are: Cl.[NH2:2][OH:3].[C:4]([C:6]1[CH:7]=[CH:8][C:9]([CH2:25][CH2:26][C:27]([O:29][CH2:30][CH3:31])=[O:28])=[C:10]2[C:14]=1[N:13]([S:15]([C:18]1[CH:23]=[CH:22][C:21]([CH3:24])=[CH:20][CH:19]=1)(=[O:17])=[O:16])[CH:12]=[CH:11]2)#[N:5].C(=O)([O-])[O-].[Na+].[Na+].CCOC(C)=O. Given the product [OH:3][NH:2][C:4](=[NH:5])[C:6]1[CH:7]=[CH:8][C:9]([CH2:25][CH2:26][C:27]([O:29][CH2:30][CH3:31])=[O:28])=[C:10]2[C:14]=1[N:13]([S:15]([C:18]1[CH:23]=[CH:22][C:21]([CH3:24])=[CH:20][CH:19]=1)(=[O:16])=[O:17])[CH:12]=[CH:11]2, predict the reactants needed to synthesize it. (4) The reactants are: Br[C:2]1[N:3]=[C:4]([O:7][C:8]2[CH:13]=[CH:12][CH:11]=[C:10]([CH3:14])[N:9]=2)[S:5][CH:6]=1.[CH3:15][C:16]1[C:20](B2OC(C)(C)C(C)(C)O2)=[CH:19][NH:18][N:17]=1.C(N(C(C)C)C(C)C)C. Given the product [CH3:15][C:16]1[C:20]([C:2]2[N:3]=[C:4]([O:7][C:8]3[CH:13]=[CH:12][CH:11]=[C:10]([CH3:14])[N:9]=3)[S:5][CH:6]=2)=[CH:19][NH:18][N:17]=1, predict the reactants needed to synthesize it. (5) Given the product [Cl:1][C:2]1[N:3]=[C:4]([C:12]([O:14][CH2:15][CH3:16])=[O:18])[C:5]2[C:10]([CH:11]=1)=[CH:9][CH:8]=[CH:7][CH:6]=2, predict the reactants needed to synthesize it. The reactants are: [Cl:1][C:2]1[N:3]=[C:4]([C:12]([O:14][CH2:15][CH3:16])=C)[C:5]2[C:10]([CH:11]=1)=[CH:9][CH:8]=[CH:7][CH:6]=2.[Mn]([O-])(=O)(=O)=[O:18].[K+]. (6) Given the product [Cl:1][C:2]1[CH:3]=[C:4]2[C:9](=[CH:10][C:11]=1[Cl:12])[N:8]=[C:7]([C:13]([Cl:20])=[O:15])[CH:6]=[CH:5]2, predict the reactants needed to synthesize it. The reactants are: [Cl:1][C:2]1[CH:3]=[C:4]2[C:9](=[CH:10][C:11]=1[Cl:12])[N:8]=[C:7]([C:13]([OH:15])=O)[CH:6]=[CH:5]2.C(Cl)(C([Cl:20])=O)=O. (7) Given the product [NH2:31][C@H:29]1[C@@H:28]([S:39][CH3:40])[C@@H:27]([CH3:41])[CH2:26][C@@H:25]([C:24]2[CH:23]=[CH:22][N:21]=[CH:20][C:19]=2[NH:18][C:16](=[O:17])[C:14]2[CH:13]=[CH:12][C:11]([F:42])=[C:10]([C:4]3[C:3]([F:2])=[CH:8][CH:7]=[CH:6][C:5]=3[F:9])[N:15]=2)[CH2:30]1, predict the reactants needed to synthesize it. The reactants are: Cl.[F:2][C:3]1[CH:8]=[CH:7][CH:6]=[C:5]([F:9])[C:4]=1[C:10]1[N:15]=[C:14]([C:16]([NH:18][C:19]2[CH:20]=[N:21][CH:22]=[CH:23][C:24]=2[C@H:25]2[CH2:30][C@@H:29]([NH:31]C(=O)OC(C)(C)C)[C@@H:28]([S:39][CH3:40])[C@@H:27]([CH3:41])[CH2:26]2)=[O:17])[CH:13]=[CH:12][C:11]=1[F:42].